Dataset: Forward reaction prediction with 1.9M reactions from USPTO patents (1976-2016). Task: Predict the product of the given reaction. (1) Given the reactants [Li]CCCC.[C:6](#[N:8])[CH3:7].[CH2:9]([O:16][C:17]1[C:26]([O:27][CH3:28])=[CH:25][C:20]([C:21]([O:23]C)=O)=[C:19]([N:29]=[CH:30]N(C)C)[CH:18]=1)[C:10]1[CH:15]=[CH:14][CH:13]=[CH:12][CH:11]=1.C(O)(=O)C, predict the reaction product. The product is: [CH2:9]([O:16][C:17]1[CH:18]=[C:19]2[C:20]([C:21]([OH:23])=[C:7]([C:6]#[N:8])[CH:30]=[N:29]2)=[CH:25][C:26]=1[O:27][CH3:28])[C:10]1[CH:11]=[CH:12][CH:13]=[CH:14][CH:15]=1. (2) Given the reactants B.O1CCCC1.[CH2:7]([O:14][C:15]1[CH:20]=[CH:19][C:18]([CH:21]([C:29]([N:31]([CH3:33])[CH3:32])=O)[C:22]2([OH:28])[CH2:27][CH2:26][CH2:25][CH2:24][CH2:23]2)=[CH:17][CH:16]=1)[C:8]1[CH:13]=[CH:12][CH:11]=[CH:10][CH:9]=1.Cl.[OH-].[Na+], predict the reaction product. The product is: [CH2:7]([O:14][C:15]1[CH:20]=[CH:19][C:18]([CH:21]([C:22]2([OH:28])[CH2:27][CH2:26][CH2:25][CH2:24][CH2:23]2)[CH2:29][N:31]([CH3:33])[CH3:32])=[CH:17][CH:16]=1)[C:8]1[CH:9]=[CH:10][CH:11]=[CH:12][CH:13]=1. (3) Given the reactants [C:1]([O:5][C:6]([N:8]1[CH2:13][CH2:12][CH:11]([C:14]([NH:16][C:17]2[CH:32]=[CH:31][C:30](I)=[CH:29][C:18]=2[C:19]([NH:21][C:22]2[CH:27]=[CH:26][C:25]([Cl:28])=[CH:24][N:23]=2)=[O:20])=[O:15])[CH2:10][CH2:9]1)=[O:7])([CH3:4])([CH3:3])[CH3:2].[C:34](#[N:37])[CH:35]=[CH2:36], predict the reaction product. The product is: [C:1]([O:5][C:6]([N:8]1[CH2:13][CH2:12][CH:11]([C:14]([NH:16][C:17]2[CH:32]=[CH:31][C:30](/[CH:36]=[CH:35]/[C:34]#[N:37])=[CH:29][C:18]=2[C:19]([NH:21][C:22]2[CH:27]=[CH:26][C:25]([Cl:28])=[CH:24][N:23]=2)=[O:20])=[O:15])[CH2:10][CH2:9]1)=[O:7])([CH3:4])([CH3:3])[CH3:2]. (4) Given the reactants Cl[C:2]1[N:7]=[C:6]([C:8]2[CH:9]=[C:10]([CH:21]=[CH:22][CH:23]=2)[CH2:11][NH:12][CH2:13][CH2:14][CH2:15][N:16]([CH2:19][CH3:20])[CH2:17][CH3:18])[CH:5]=[CH:4][N:3]=1.[NH2:24][CH2:25][CH2:26][C:27]1[CH:32]=[CH:31][C:30]([OH:33])=[CH:29][CH:28]=1, predict the reaction product. The product is: [CH2:17]([N:16]([CH2:19][CH3:20])[CH2:15][CH2:14][CH2:13][NH:12][CH2:11][C:10]1[CH:9]=[C:8]([C:6]2[CH:5]=[CH:4][N:3]=[C:2]([NH:24][CH2:25][CH2:26][C:27]3[CH:32]=[CH:31][C:30]([OH:33])=[CH:29][CH:28]=3)[N:7]=2)[CH:23]=[CH:22][CH:21]=1)[CH3:18]. (5) Given the reactants [NH2:1][C:2]1[CH:3]=[CH:4][C:5]([F:17])=[C:6]([C@:8]2([CH3:16])[C@@H:13]([F:14])[CH2:12][O:11][C:10]([NH2:15])=[N:9]2)[CH:7]=1.[F:18][CH:19]([F:31])[CH2:20][O:21][C:22]1[N:23]=[CH:24][C:25]([C:28](O)=[O:29])=[N:26][CH:27]=1, predict the reaction product. The product is: [NH2:15][C:10]1[O:11][CH2:12][C@H:13]([F:14])[C@:8]([C:6]2[CH:7]=[C:2]([NH:1][C:28]([C:25]3[CH:24]=[N:23][C:22]([O:21][CH2:20][CH:19]([F:31])[F:18])=[CH:27][N:26]=3)=[O:29])[CH:3]=[CH:4][C:5]=2[F:17])([CH3:16])[N:9]=1. (6) Given the reactants [C:1]([N:20]1[CH:24]=[C:23]([CH:25]2[C:33](=[O:34])[C:32]3[C:27](=[CH:28][CH:29]=[CH:30][CH:31]=3)[C:26]2=[O:35])[N:22]=[CH:21]1)([C:14]1[CH:19]=[CH:18][CH:17]=[CH:16][CH:15]=1)([C:8]1[CH:13]=[CH:12][CH:11]=[CH:10][CH:9]=1)[C:2]1[CH:7]=[CH:6][CH:5]=[CH:4][CH:3]=1.C(=O)([O-])[O-].[K+].[K+].[CH2:42](I)[CH3:43], predict the reaction product. The product is: [CH2:42]([C:25]1([C:23]2[N:22]=[CH:21][N:20]([C:1]([C:14]3[CH:19]=[CH:18][CH:17]=[CH:16][CH:15]=3)([C:2]3[CH:7]=[CH:6][CH:5]=[CH:4][CH:3]=3)[C:8]3[CH:9]=[CH:10][CH:11]=[CH:12][CH:13]=3)[CH:24]=2)[C:26](=[O:35])[C:27]2[C:32](=[CH:31][CH:30]=[CH:29][CH:28]=2)[C:33]1=[O:34])[CH3:43]. (7) Given the reactants [NH2:1][C:2](=O)[CH2:3][N:4]1[C:9](=[N:10]S(C2C=CC(C)=CC=2)(=O)=O)[CH:8]=[CH:7][C:6]([O:21][C:22]2[CH:23]=[C:24]([NH:28][C:29](=[O:40])[C:30]3[CH:35]=[CH:34][CH:33]=[C:32]([C:36]([F:39])([F:38])[F:37])[CH:31]=3)[CH:25]=[CH:26][CH:27]=2)=[CH:5]1.[F:49][C:48]([F:51])([F:50])[C:47](O[C:47](=[O:52])[C:48]([F:51])([F:50])[F:49])=[O:52], predict the reaction product. The product is: [F:51][C:48]([F:49])([F:50])[C:47]([NH:1][C:2]1[N:10]=[C:9]2[CH:8]=[CH:7][C:6]([O:21][C:22]3[CH:23]=[C:24]([NH:28][C:29](=[O:40])[C:30]4[CH:35]=[CH:34][CH:33]=[C:32]([C:36]([F:37])([F:39])[F:38])[CH:31]=4)[CH:25]=[CH:26][CH:27]=3)=[CH:5][N:4]2[CH:3]=1)=[O:52]. (8) Given the reactants [Cl:1][C:2]1[N:7]=[C:6]([Cl:8])[C:5]([O:9][CH2:10][C:11]([OH:13])=O)=[C:4]([N:14]2[CH2:19][CH2:18][O:17][CH2:16][CH2:15]2)[N:3]=1.C1N=CN(C(N2C=[N:30][CH:29]=[CH:28]2)=O)C=1.C(N(CC)CC)C.Cl.[CH3:40][O:41]NC, predict the reaction product. The product is: [Cl:1][C:2]1[N:7]=[C:6]([Cl:8])[C:5]([O:9][CH2:10][C:11]([N:30]([O:41][CH3:40])[CH2:29][CH3:28])=[O:13])=[C:4]([N:14]2[CH2:19][CH2:18][O:17][CH2:16][CH2:15]2)[N:3]=1. (9) The product is: [OH:29][C@@H:27]([C@H:23]1[C:22](=[O:34])[N:21]2[C@@H:24]1[C@@H:25]([CH3:26])[C:19]([S:18][C:15]1[S:16][CH:17]=[C:13]([C:10]3[CH2:9][C@@H:8]([CH2:41][Cl:42])[NH:7][CH2:12][CH:11]=3)[N:14]=1)=[C:20]2[C:35]([OH:37])=[O:36])[CH3:28]. Given the reactants C(OC([N:7]1[CH2:12][CH:11]=[C:10]([C:13]2[N:14]=[C:15]([S:18][C:19]3[C@H:25]([CH3:26])[C@H:24]4[N:21]([C:22](=[O:34])[C@@H:23]4[C@H:27]([O:29][Si](C)(C)C)[CH3:28])[C:20]=3[C:35]([O:37]CC=C)=[O:36])[S:16][CH:17]=2)[CH2:9][C@H:8]1[CH2:41][Cl:42])=O)C=C.Cl.C(=O)([O-])O.[Na+].C([SnH](CCCC)CCCC)CCC.P([O-])([O-])([O-])=O, predict the reaction product.